From a dataset of Full USPTO retrosynthesis dataset with 1.9M reactions from patents (1976-2016). Predict the reactants needed to synthesize the given product. (1) Given the product [CH3:42][O:41][C:39](=[O:40])[N:17]([C@@H:14]1[CH2:15][CH2:16][N:11]([C:8]2[CH:7]=[C:4]([C:5]#[N:6])[CH:3]=[C:2]([NH2:1])[C:9]=2[Cl:10])[CH2:12][C@H:13]1[O:19][Si:20]([C:23]([CH3:26])([CH3:25])[CH3:24])([CH3:22])[CH3:21])[CH3:18], predict the reactants needed to synthesize it. The reactants are: [NH2:1][C:2]1[CH:3]=[C:4]([CH:7]=[C:8]([N:11]2[CH2:16][CH2:15][C@@H:14]([NH:17][CH3:18])[C@H:13]([O:19][Si:20]([C:23]([CH3:26])([CH3:25])[CH3:24])([CH3:22])[CH3:21])[CH2:12]2)[C:9]=1[Cl:10])[C:5]#[N:6].C(N(CC)CC)C.[C:39](O[C:39]([O:41][CH3:42])=[O:40])([O:41][CH3:42])=[O:40]. (2) Given the product [CH3:53][N:54]1[C:62]2[C:57](=[CH:58][CH:59]=[CH:60][CH:61]=2)[CH:56]=[C:55]1[C:63]([N:16]1[CH2:17][CH2:18][CH:13](/[CH:12]=[C:11]2/[C:7]([NH:6][CH2:3][C:4]#[CH:5])=[N:8][C:9](=[O:19])[S:10]/2)[CH2:14][CH2:15]1)=[O:64], predict the reactants needed to synthesize it. The reactants are: Cl.Cl.[CH2:3]([NH:6][C:7]1=[N:8][C:9](=[O:19])[S:10]/[C:11]/1=[CH:12]\[CH:13]1[CH2:18][CH2:17][NH:16][CH2:15][CH2:14]1)[C:4]#[CH:5].C(N(C(C)C)C(C)C)C.F[P-](F)(F)(F)(F)F.N1(OC(N(C)C)=[N+](C)C)C2N=CC=CC=2N=N1.[CH3:53][N:54]1[C:62]2[C:57](=[CH:58][CH:59]=[CH:60][CH:61]=2)[CH:56]=[C:55]1[C:63](O)=[O:64]. (3) Given the product [CH3:32][C:31]1[N:27]=[C:26]([CH:11]2[CH2:12][CH:13]([C:15]3[CH:16]=[CH:17][C:18]([O:21][C:22]([F:23])([F:24])[F:25])=[CH:19][CH:20]=3)[CH2:14][N:9]([C:7]([N:1]3[CH2:6][CH2:5][O:4][CH2:3][CH2:2]3)=[O:8])[CH2:10]2)[S:28][CH:30]=1, predict the reactants needed to synthesize it. The reactants are: [N:1]1([C:7]([N:9]2[CH2:14][CH:13]([C:15]3[CH:20]=[CH:19][C:18]([O:21][C:22]([F:25])([F:24])[F:23])=[CH:17][CH:16]=3)[CH2:12][CH:11]([C:26](=[S:28])[NH2:27])[CH2:10]2)=[O:8])[CH2:6][CH2:5][O:4][CH2:3][CH2:2]1.Cl[CH2:30][C:31](=O)[CH3:32]. (4) Given the product [C:12]1([CH:11]=[CH:10][C:9]([OH:18])=[O:8])[CH:17]=[CH:16][CH:15]=[CH:14][CH:13]=1, predict the reactants needed to synthesize it. The reactants are: BrC1C=CC([OH:8])=CC=1.[C:9](Cl)(=[O:18])[CH:10]=[CH:11][C:12]1[CH:17]=[CH:16][CH:15]=[CH:14][CH:13]=1.C(N(CC)CC)C.